From a dataset of Forward reaction prediction with 1.9M reactions from USPTO patents (1976-2016). Predict the product of the given reaction. (1) Given the reactants [Cl:1][CH2:2][CH2:3][CH2:4][O:5][C:6]1[CH:11]=[CH:10][C:9]([C:12]2[S:13][C:14]3[CH2:20][CH2:19][CH2:18][CH:17](C(O)=O)[C:15]=3[N:16]=2)=[CH:8][CH:7]=1.C([N:26]([CH2:29]C)CC)C.C1(P(N=[N+]=[N-])(C2C=CC=CC=2)=[O:38])C=CC=CC=1.[CH3:48][Si:49]([CH3:54])([CH3:53])[CH2:50][CH2:51][OH:52], predict the reaction product. The product is: [Cl:1][CH2:2][CH2:3][CH2:4][O:5][C:6]1[CH:7]=[CH:8][C:9]([C:12]2[S:13][C:14]3[CH2:20][CH2:19][CH2:18][CH:17]([NH:26][C:29](=[O:38])[O:52][CH2:51][CH2:50][Si:49]([CH3:54])([CH3:53])[CH3:48])[C:15]=3[N:16]=2)=[CH:10][CH:11]=1. (2) Given the reactants [CH3:1][C:2]1[CH:3]=[CH:4][C:5]2[NH:10][CH2:9][CH2:8][O:7][C:6]=2[CH:11]=1.[N:12]([O-])=[O:13].[Na+], predict the reaction product. The product is: [CH3:1][C:2]1[CH:3]=[CH:4][C:5]2[N:10]([N:12]=[O:13])[CH2:9][CH2:8][O:7][C:6]=2[CH:11]=1. (3) Given the reactants [C:1](C1NC2C(C=1)=CC=CC=2)([O:3][C:4]([CH3:7])([CH3:6])[CH3:5])=[O:2].C(O[B:21]([O-:23])[O-:22])(C)C.[Li+].C[CH:26]([N-:28][CH:29]([CH3:31])[CH3:30])[CH3:27].Cl.[CH2:33]1[CH2:37][O:36][CH2:35][CH2:34]1, predict the reaction product. The product is: [C:1]([N:28]1[C:29]2[C:30](=[CH:33][CH:34]=[C:35]([O:36][CH3:37])[CH:31]=2)[CH:27]=[C:26]1[B:21]([OH:22])[OH:23])([O:3][C:4]([CH3:5])([CH3:6])[CH3:7])=[O:2]. (4) Given the reactants [N:1]1([C:7]2[CH:12]=[CH:11][C:10]([NH2:13])=[CH:9][CH:8]=2)[CH2:6][CH2:5][O:4][CH2:3][CH2:2]1.[CH3:14][O:15][C:16]1[CH:17]=[C:18]2[C:23](=[C:24]([N:26]3[CH2:31][CH2:30][N:29]([CH2:32][CH2:33][O:34][CH3:35])[CH2:28][CH2:27]3)[CH:25]=1)[O:22][CH:21]([C:36](O)=[O:37])[CH2:20][CH2:19]2, predict the reaction product. The product is: [CH3:14][O:15][C:16]1[CH:17]=[C:18]2[C:23](=[C:24]([N:26]3[CH2:27][CH2:28][N:29]([CH2:32][CH2:33][O:34][CH3:35])[CH2:30][CH2:31]3)[CH:25]=1)[O:22][CH:21]([C:36]([NH:13][C:10]1[CH:9]=[CH:8][C:7]([N:1]3[CH2:2][CH2:3][O:4][CH2:5][CH2:6]3)=[CH:12][CH:11]=1)=[O:37])[CH2:20][CH2:19]2. (5) Given the reactants [CH3:1][N+](C)=CCl.[Cl-:6].P(Cl)(Cl)(Cl)=O.[CH3:12][C:13]([NH:15][C:16]1[CH:21]=[CH:20][CH:19]=[C:18]([F:22])[CH:17]=1)=O.CN([CH:26]=[O:27])C, predict the reaction product. The product is: [Cl:6][C:13]1[C:12]([CH:26]=[O:27])=[CH:1][C:21]2[C:16](=[CH:17][C:18]([F:22])=[CH:19][CH:20]=2)[N:15]=1. (6) Given the reactants C([O-])([O-])=O.[K+].[K+].[C:7]1([C:13]2[O:17][N:16]=[C:15]([CH2:18]OS(C)(=O)=O)[CH:14]=2)[CH:12]=[CH:11][CH:10]=[CH:9][CH:8]=1.Cl.[NH2:25][CH2:26][C:27]([N:29]1[CH2:34][CH2:33][N:32]([C:35](=[O:47])[C:36]2[CH:41]=[C:40]([F:42])[CH:39]=[CH:38][C:37]=2[C:43]([F:46])([F:45])[F:44])[CH2:31][CH2:30]1)=[O:28].O, predict the reaction product. The product is: [F:42][C:40]1[CH:39]=[CH:38][C:37]([C:43]([F:45])([F:44])[F:46])=[C:36]([CH:41]=1)[C:35]([N:32]1[CH2:33][CH2:34][N:29]([C:27](=[O:28])[CH2:26][NH:25][CH2:18][C:15]2[CH:14]=[C:13]([C:7]3[CH:8]=[CH:9][CH:10]=[CH:11][CH:12]=3)[O:17][N:16]=2)[CH2:30][CH2:31]1)=[O:47].